From a dataset of Peptide-MHC class II binding affinity with 134,281 pairs from IEDB. Regression. Given a peptide amino acid sequence and an MHC pseudo amino acid sequence, predict their binding affinity value. This is MHC class II binding data. (1) The MHC is HLA-DPA10301-DPB10402 with pseudo-sequence HLA-DPA10301-DPB10402. The binding affinity (normalized) is 1.00. The peptide sequence is TKFKYLAGDYLSLAD. (2) The peptide sequence is AVSGDDCVVRPIDDR. The binding affinity (normalized) is 0. The MHC is DRB1_1301 with pseudo-sequence DRB1_1301.